This data is from Reaction yield outcomes from USPTO patents with 853,638 reactions. The task is: Predict the reaction yield, written as a fraction of the theoretical maximum amount of product (1.0 means a 100% yield; for example, 0.34 means a 34% yield). (1) The product is [CH3:13][NH:14][CH2:2][C:3]1[S:4][CH:5]=[C:6]([C:8]([O:10][CH2:11][CH3:12])=[O:9])[N:7]=1. The catalyst is C1COCC1.CCOC(C)=O. The reactants are Br[CH2:2][C:3]1[S:4][CH:5]=[C:6]([C:8]([O:10][CH2:11][CH3:12])=[O:9])[N:7]=1.[CH3:13][NH2:14]. The yield is 0.700. (2) The reactants are [OH:1][C:2]1[CH:3]=[C:4]([CH:8]([CH3:14])[C:9]([O:11][CH2:12][CH3:13])=[O:10])[CH:5]=[CH:6][CH:7]=1.[N+:15]([O-])([OH:17])=[O:16].O. The catalyst is C(O)(=O)C. The product is [OH:1][C:2]1[CH:3]=[C:4]([CH:8]([CH3:14])[C:9]([O:11][CH2:12][CH3:13])=[O:10])[CH:5]=[CH:6][C:7]=1[N+:15]([O-:17])=[O:16]. The yield is 0.308. (3) The reactants are [CH2:1]([O:3][C:4](=[O:21])[C:5]1[CH:10]=[CH:9][C:8]([N:11]=[CH:12][C:13]2[CH:18]=[C:17]([F:19])[CH:16]=[C:15]([Br:20])[CH:14]=2)=[CH:7][CH:6]=1)[CH3:2].O.[O-]S(C(F)(F)F)(=O)=O.[Yb+3].[O-]S(C(F)(F)F)(=O)=O.[O-]S(C(F)(F)F)(=O)=O.[CH:48](=[O:52])[CH:49]([CH3:51])[CH3:50].O. The catalyst is O1CCCC1. The product is [CH2:1]([O:3][C:4]([C:5]1[CH:10]=[C:9]2[C:8](=[CH:7][CH:6]=1)[NH:11][CH:12]([C:13]1[CH:18]=[C:17]([F:19])[CH:16]=[C:15]([Br:20])[CH:14]=1)[C:49]([CH3:51])([CH3:50])[CH:48]2[OH:52])=[O:21])[CH3:2]. The yield is 0.860. (4) The reactants are [Li]CCCC.[CH3:6][N:7]([CH3:15])[CH2:8][CH2:9][N:10]1[CH:14]=[N:13][CH:12]=[N:11]1.CN([CH:19]=[O:20])C.[BH4-].[Na+].Cl. The catalyst is C1COCC1.O.CO. The product is [CH3:6][N:7]([CH3:15])[CH2:8][CH2:9][N:10]1[C:14]([CH2:19][OH:20])=[N:13][CH:12]=[N:11]1. The yield is 0.730. (5) The reactants are [NH2:1][C:2]1[CH:7]=[CH:6][C:5]([Cl:8])=[CH:4][C:3]=1[S:9][CH2:10][C:11]1[CH:20]=[CH:19][CH:18]=[CH:17][C:12]=1[C:13]([O:15][CH3:16])=[O:14].[O:21]1[C:25]2[CH:26]=[CH:27][CH:28]=[CH:29][C:24]=2[CH:23]=[C:22]1[S:30](Cl)(=[O:32])=[O:31]. The catalyst is N1C=CC=CC=1. The product is [O:21]1[C:25]2[CH:26]=[CH:27][CH:28]=[CH:29][C:24]=2[CH:23]=[C:22]1[S:30]([NH:1][C:2]1[CH:7]=[CH:6][C:5]([Cl:8])=[CH:4][C:3]=1[S:9][CH2:10][C:11]1[CH:20]=[CH:19][CH:18]=[CH:17][C:12]=1[C:13]([O:15][CH3:16])=[O:14])(=[O:32])=[O:31]. The yield is 0.280. (6) The reactants are [C:1]([O:5][C:6]([NH:8][C@@H:9]([CH2:23][C@H:24]([CH2:28][O:29][CH2:30][C:31]1[CH:36]=[CH:35][CH:34]=[CH:33][CH:32]=1)[CH:25]([CH3:27])[CH3:26])[CH:10]([OH:22])[CH2:11][NH:12][C:13](=[O:21])[C:14]([CH3:20])([CH3:19])[CH2:15][CH2:16][CH2:17][CH3:18])=[O:7])([CH3:4])([CH3:3])[CH3:2].CO[C:39](OC)([CH3:41])[CH3:40].B(F)(F)F.CCOCC.C(N(CC)CC)C. The catalyst is CC(C)=O.O. The product is [CH3:20][C:14]([CH3:19])([CH2:15][CH2:16][CH2:17][CH3:18])[C:13]([NH:12][CH2:11][CH:10]1[O:22][C:39]([CH3:41])([CH3:40])[N:8]([C:6]([O:5][C:1]([CH3:4])([CH3:3])[CH3:2])=[O:7])[C@H:9]1[CH2:23][C@H:24]([CH2:28][O:29][CH2:30][C:31]1[CH:32]=[CH:33][CH:34]=[CH:35][CH:36]=1)[CH:25]([CH3:27])[CH3:26])=[O:21]. The yield is 0.690. (7) The reactants are [CH3:1][C:2]1([CH3:14])[C:6]([CH3:8])([CH3:7])[O:5][B:4]([C:9]2[CH:10]=[N:11][NH:12][CH:13]=2)[O:3]1.C(OCN1C2N=CN=C(C3C=NN([CH:37]([O:39][CH2:40][CH3:41])[CH3:38])C=3)C=2C=C1)(=O)C(C)(C)C.Cl.C([O-])(O)=O.[Na+]. The catalyst is O1CCOCC1.C1(C)C=CC=CC=1. The product is [CH2:37]([O:39][CH2:40][CH2:41][N:12]1[CH:13]=[C:9]([B:4]2[O:5][C:6]([CH3:7])([CH3:8])[C:2]([CH3:14])([CH3:1])[O:3]2)[CH:10]=[N:11]1)[CH3:38]. The yield is 0.973. (8) The product is [CH3:15][N:17]1[CH2:22][CH2:21][CH2:20][C:19]([NH2:29])([C:23]2[CH:28]=[CH:27][CH:26]=[CH:25][CH:24]=2)[CH2:18]1. The reactants are [H-].[H-].[H-].[H-].[Li+].[Al+3].C(O[C:15]([N:17]1[CH2:22][CH2:21][CH2:20][C:19]([N:29]=[N+]=[N-])([C:23]2[CH:28]=[CH:27][CH:26]=[CH:25][CH:24]=2)[CH2:18]1)=O)C1C=CC=CC=1. The yield is 0.470. The catalyst is C1COCC1. (9) The reactants are I[C:2]1[CH:7]=[C:6]([N+:8]([O-:10])=[O:9])[CH:5]=[CH:4][C:3]=1[O:11][CH3:12].[Cl:13][C:14]1[CH:15]=[C:16](B(O)O)[CH:17]=[CH:18][CH:19]=1.C(=O)([O-])[O-].[K+].[K+].C1(P(C2C=CC=CC=2)C2C=CC=CC=2)C=CC=CC=1. The catalyst is C([O-])(=O)C.[Pd+2].C([O-])(=O)C.CCO.O1CCOCC1. The product is [Cl:13][C:14]1[CH:19]=[C:18]([C:2]2[CH:7]=[C:6]([N+:8]([O-:10])=[O:9])[CH:5]=[CH:4][C:3]=2[O:11][CH3:12])[CH:17]=[CH:16][CH:15]=1. The yield is 0.640. (10) The reactants are [CH:1]([C:3]1[C:12](=[O:13])[C:11]2[C:6](=[CH:7][CH:8]=[C:9]([CH3:14])[CH:10]=2)[O:5][CH:4]=1)=O.[CH2:15]([O:17][C:18]([C:20]#[C:21][C:22]([O:24][CH2:25][CH3:26])=[O:23])=[O:19])[CH3:16].C1(P(C2C=CC=CC=2)C2C=CC=CC=2)C=CC=CC=1.[CH3:46][O:47][C:48]1[CH:59]=[C:58]2[C:51]([NH:52][CH:53]=[C:54]2[CH2:55][CH2:56][NH2:57])=[CH:50][CH:49]=1. The catalyst is C1(C)C=CC=CC=1. The product is [CH2:25]([O:24][C:22]([C:21]1[C:20]2([C:18]([O:17][CH2:15][CH3:16])=[O:19])[N:57]([CH2:56][CH2:55][C:54]3[C:58]4[C:51](=[CH:50][CH:49]=[C:48]([O:47][CH3:46])[CH:59]=4)[NH:52][C:53]=32)[CH:4]=[C:3]([C:12](=[O:13])[C:11]2[CH:10]=[C:9]([CH3:14])[CH:8]=[CH:7][C:6]=2[OH:5])[CH:1]=1)=[O:23])[CH3:26]. The yield is 0.450.